Dataset: Catalyst prediction with 721,799 reactions and 888 catalyst types from USPTO. Task: Predict which catalyst facilitates the given reaction. (1) Reactant: [OH:1][CH2:2][CH2:3][N:4]1[CH2:8][CH2:7][O:6][C:5]1=[O:9].CCN(C(C)C)C(C)C.[S:19](Cl)([CH3:22])(=[O:21])=[O:20]. Product: [O:9]=[C:5]1[N:4]([CH2:3][CH2:2][O:1][S:19]([CH3:22])(=[O:21])=[O:20])[CH2:8][CH2:7][O:6]1. The catalyst class is: 46. (2) Reactant: [Br-:1].[Br-].[Br-].C([N+](CCCC)(CCCC)CCCC)CCC.C([N+](CCCC)(CCCC)CCCC)CCC.C([N+](CCCC)(CCCC)CCCC)CCC.[C:55]([C:58]1[CH:59]=[C:60]([C:69]([CH3:72])([CH3:71])[CH3:70])[C:61]2[O:66][CH2:65][C:64](=[O:67])[NH:63][C:62]=2[CH:68]=1)(=[O:57])[CH3:56].C(Cl)Cl.CO. Product: [Br:1][CH2:56][C:55]([C:58]1[CH:59]=[C:60]([C:69]([CH3:72])([CH3:71])[CH3:70])[C:61]2[O:66][CH2:65][C:64](=[O:67])[NH:63][C:62]=2[CH:68]=1)=[O:57]. The catalyst class is: 22. (3) Reactant: [CH3:1][C:2]1[CH:7]=[CH:6][N:5]=[CH:4][C:3]=1[N:8]1[CH2:12][CH2:11][NH:10][C:9]1=[O:13].Br[C:15]1[S:16][CH:17]=[CH:18][N:19]=1.N[C@@H]1CCCC[C@H]1N.C(=O)([O-])[O-].[K+].[K+]. Product: [CH3:1][C:2]1[CH:7]=[CH:6][N:5]=[CH:4][C:3]=1[N:8]1[CH2:12][CH2:11][N:10]([C:15]2[S:16][CH:17]=[CH:18][N:19]=2)[C:9]1=[O:13]. The catalyst class is: 246.